This data is from Full USPTO retrosynthesis dataset with 1.9M reactions from patents (1976-2016). The task is: Predict the reactants needed to synthesize the given product. (1) Given the product [CH2:6]([N:1]1[CH:5]=[CH:4][N:3]=[N:2]1)[C:7]1[CH:12]=[CH:11][CH:10]=[CH:9][CH:8]=1, predict the reactants needed to synthesize it. The reactants are: [NH:1]1[CH:5]=[CH:4][N:3]=[N:2]1.[CH2:6](N=[N+]=[N-])[C:7]1[CH:12]=[CH:11][CH:10]=[CH:9][CH:8]=1.C#C. (2) Given the product [NH2:12][C@H:13]1[CH2:14][CH2:15][C@H:16]([S:19][C:20]2[CH:21]=[C:22]3[C:27](=[CH:28][CH:29]=2)[C:26]([NH2:30])=[N:25][CH:24]=[CH:23]3)[CH2:17][CH2:18]1, predict the reactants needed to synthesize it. The reactants are: C(O)(=O)C.Cl.C(OC(=O)[NH:12][C@H:13]1[CH2:18][CH2:17][C@H:16]([S:19][C:20]2[CH:21]=[C:22]3[C:27](=[CH:28][CH:29]=2)[C:26]([NH:30]C(=O)C2C=CC=CC=2)=[N:25][CH:24]=[CH:23]3)[CH2:15][CH2:14]1)(C)(C)C.